Predict the product of the given reaction. From a dataset of Forward reaction prediction with 1.9M reactions from USPTO patents (1976-2016). (1) The product is: [CH:9]1([C:5]2[CH:6]=[CH:7][CH:8]=[C:3]([O:2][CH3:1])[CH:4]=2)[CH2:10][CH2:11][CH2:12]1. Given the reactants [CH3:1][O:2][C:3]1[CH:4]=[C:5]([C:9]2(O)[CH2:12][CH2:11][CH2:10]2)[CH:6]=[CH:7][CH:8]=1.[H][H], predict the reaction product. (2) Given the reactants COC(=O)CC1C=C([S:11](Cl)(=[O:13])=[O:12])C=CC=1C.[NH:17]1[CH2:22][CH2:21][NH:20][CH2:19][CH2:18]1.C([N:25](CC)CC)C, predict the reaction product. The product is: [N:17]1([S:11]([NH2:25])(=[O:12])=[O:13])[CH2:22][CH2:21][NH:20][CH2:19][CH2:18]1. (3) Given the reactants [CH:1]1[C:6]2[C:7](=O)[NH:8][C:9]3[CH:15]=[CH:14][CH:13]=[CH:12][C:10]=3[S:11][C:5]=2[CH:4]=[CH:3][CH:2]=1.O=P(Cl)(Cl)[Cl:19], predict the reaction product. The product is: [Cl:19][C:7]1[C:6]2[CH:1]=[CH:2][CH:3]=[CH:4][C:5]=2[S:11][C:10]2[CH:12]=[CH:13][CH:14]=[CH:15][C:9]=2[N:8]=1.